From a dataset of Full USPTO retrosynthesis dataset with 1.9M reactions from patents (1976-2016). Predict the reactants needed to synthesize the given product. (1) The reactants are: CO.[N+:3]([CH2:6][CH2:7][C:8]1[CH:9]=[CH:10][C:11]([CH2:14][O:15][C:16]2[CH:21]=[CH:20][CH:19]=[CH:18][N:17]=2)=[N:12][CH:13]=1)([O-])=[O:4].C[O-].[Li+].C(Cl)[Cl:26]. Given the product [N:17]1[CH:18]=[CH:19][CH:20]=[CH:21][C:16]=1[O:15][CH2:14][C:11]1[N:12]=[CH:13][C:8]([CH2:7][C:6]([Cl:26])=[N:3][OH:4])=[CH:9][CH:10]=1, predict the reactants needed to synthesize it. (2) Given the product [CH2:1]([O:3][C:4](=[O:20])[CH2:5][O:6][C:7]1[CH:12]=[CH:11][C:10]([N:13]([CH3:14])[CH2:26][C:27]2[S:31][C:30]([C:32]3[CH:37]=[CH:36][C:35]([C:38]([F:41])([F:40])[F:39])=[CH:34][CH:33]=3)=[N:29][C:28]=2[CH3:42])=[CH:9][C:8]=1[CH2:15][CH2:16][CH2:17][O:18][CH3:19])[CH3:2], predict the reactants needed to synthesize it. The reactants are: [CH2:1]([O:3][C:4](=[O:20])[CH2:5][O:6][C:7]1[CH:12]=[CH:11][C:10]([NH:13][CH3:14])=[CH:9][C:8]=1[CH2:15][CH2:16][CH2:17][O:18][CH3:19])[CH3:2].[H-].[Na+].[Na+].[I-].Cl[CH2:26][C:27]1[S:31][C:30]([C:32]2[CH:37]=[CH:36][C:35]([C:38]([F:41])([F:40])[F:39])=[CH:34][CH:33]=2)=[N:29][C:28]=1[CH3:42].